From a dataset of Catalyst prediction with 721,799 reactions and 888 catalyst types from USPTO. Predict which catalyst facilitates the given reaction. (1) Reactant: [C:1]([O:5][C:6]([N:8]1[CH2:13][CH2:12][CH:11]([N:14]2[CH:18]([C:19]3[CH:24]=[CH:23][N:22]=[CH:21][CH:20]=3)[CH:17]([C:25]3[CH:30]=[CH:29][C:28]([Cl:31])=[CH:27][CH:26]=3)[C:16](=[O:32])[NH:15]2)[CH2:10][CH2:9]1)=[O:7])([CH3:4])([CH3:3])[CH3:2]. Product: [C:1]([O:5][C:6]([N:8]1[CH2:9][CH2:10][CH:11]([N:14]2[C:18]([C:19]3[CH:24]=[CH:23][N:22]=[CH:21][CH:20]=3)=[C:17]([C:25]3[CH:26]=[CH:27][C:28]([Cl:31])=[CH:29][CH:30]=3)[C:16](=[O:32])[NH:15]2)[CH2:12][CH2:13]1)=[O:7])([CH3:4])([CH3:2])[CH3:3]. The catalyst class is: 63. (2) The catalyst class is: 6. Reactant: [NH2:1][C:2]1[CH:7]=[C:6]([N+:8]([O-:10])=[O:9])[CH:5]=[CH:4][C:3]=1[SH:11].[Cl:12][C:13]1[CH:21]=[CH:20][CH:19]=[CH:18][C:14]=1[C:15](O)=O.CS(O)(=O)=O.O=P12OP3(OP(OP(O3)(O1)=O)(=O)O2)=O.[OH-].[Na+]. Product: [Cl:12][C:13]1[CH:21]=[CH:20][CH:19]=[CH:18][C:14]=1[C:15]1[S:11][C:3]2[CH:4]=[CH:5][C:6]([N+:8]([O-:10])=[O:9])=[CH:7][C:2]=2[N:1]=1. (3) Reactant: [O:1]=[C:2]([N:7]([CH2:22][C:23]1[CH:28]=[CH:27][CH:26]=[CH:25][CH:24]=1)[CH2:8][C@@H:9]1[CH2:14][O:13][CH2:12][CH2:11][N:10]1CC1C=CC=CC=1)[C:3](OC)=[O:4]. Product: [C:23]1([CH2:22][N:7]2[C:2](=[O:1])[C:3](=[O:4])[N:10]3[C@@H:9]([CH2:14][O:13][CH2:12][CH2:11]3)[CH2:8]2)[CH:28]=[CH:27][CH:26]=[CH:25][CH:24]=1. The catalyst class is: 19. (4) Reactant: [CH3:1][C:2]1([CH3:17])[C:10]2[C:5](=[CH:6][C:7]([N:11]3[CH2:16][CH2:15][O:14][CH2:13][CH2:12]3)=[CH:8][CH:9]=2)[NH:4][CH2:3]1.Cl[C:19]1[C:28]2[C:23](=[C:24]([CH3:30])[CH:25]=[C:26]([Cl:29])[CH:27]=2)[N:22]=[C:21]([CH3:31])[C:20]=1[CH3:32].C(=O)([O-])[O-].[Cs+].[Cs+].C1C=CC(P(C2C(C3C(P(C4C=CC=CC=4)C4C=CC=CC=4)=CC=C4C=3C=CC=C4)=C3C(C=CC=C3)=CC=2)C2C=CC=CC=2)=CC=1. Product: [Cl:29][C:26]1[CH:27]=[C:28]2[C:23](=[C:24]([CH3:30])[CH:25]=1)[N:22]=[C:21]([CH3:31])[C:20]([CH3:32])=[C:19]2[N:4]1[C:5]2[C:10](=[CH:9][CH:8]=[C:7]([N:11]3[CH2:16][CH2:15][O:14][CH2:13][CH2:12]3)[CH:6]=2)[C:2]([CH3:17])([CH3:1])[CH2:3]1. The catalyst class is: 62. (5) Reactant: [I:1]N1C(=O)CCC1=O.[C:9]([O:13][C:14](=[O:24])[C:15]1[C:20]([OH:21])=[CH:19][CH:18]=[C:17]([F:22])[C:16]=1[F:23])([CH3:12])([CH3:11])[CH3:10]. Product: [C:9]([O:13][C:14](=[O:24])[C:15]1[C:20]([OH:21])=[C:19]([I:1])[CH:18]=[C:17]([F:22])[C:16]=1[F:23])([CH3:12])([CH3:10])[CH3:11]. The catalyst class is: 3. (6) Reactant: [Cl:1][C:2]1[CH:3]=[C:4]([S:9]([NH:12][C:13]2[CH:21]=[C:20]3[C:16]([C:17]([C:23](=[O:27])[C:24](Cl)=[O:25])=[CH:18][N:19]3[CH3:22])=[CH:15][CH:14]=2)(=[O:11])=[O:10])[CH:5]=[C:6]([Cl:8])[CH:7]=1.[NH3:28]. Product: [Cl:1][C:2]1[CH:3]=[C:4]([S:9]([NH:12][C:13]2[CH:21]=[C:20]3[C:16]([C:17]([C:23](=[O:27])[C:24]([NH2:28])=[O:25])=[CH:18][N:19]3[CH3:22])=[CH:15][CH:14]=2)(=[O:11])=[O:10])[CH:5]=[C:6]([Cl:8])[CH:7]=1. The catalyst class is: 7. (7) Reactant: [Cl:1][C:2]1[CH:7]=[CH:6][CH:5]=[C:4]([Cl:8])[C:3]=1[NH:9][C:10]([NH:12][C:13]1[S:14][C:15]([C:21]2[CH:26]=[CH:25][CH:24]=[CH:23][CH:22]=2)=[CH:16][C:17]=1[C:18](O)=[O:19])=[O:11].CN(C(ON1N=NC2C=CC=NC1=2)=[N+](C)C)C.F[P-](F)(F)(F)(F)F.CCN(C(C)C)C(C)C.Cl.[NH2:61][C@@H:62]([CH:67]1[CH2:72][CH2:71][CH2:70][CH2:69][CH2:68]1)[C:63]([O:65][CH3:66])=[O:64]. Product: [CH:67]1([C@H:62]([NH:61][C:18]([C:17]2[CH:16]=[C:15]([C:21]3[CH:22]=[CH:23][CH:24]=[CH:25][CH:26]=3)[S:14][C:13]=2[NH:12][C:10]([NH:9][C:3]2[C:4]([Cl:8])=[CH:5][CH:6]=[CH:7][C:2]=2[Cl:1])=[O:11])=[O:19])[C:63]([O:65][CH3:66])=[O:64])[CH2:72][CH2:71][CH2:70][CH2:69][CH2:68]1. The catalyst class is: 3. (8) Reactant: [CH3:1][O:2][C:3]([C@@H:5]([C:12]1[CH:17]=[CH:16][CH:15]=[CH:14][CH:13]=1)[C@@H:6]1[NH:11][CH2:10][CH2:9][CH2:8][CH2:7]1)=[O:4]. Product: [CH3:1][O:2][C:3]([C@H:5]([C:12]1[CH:13]=[CH:14][CH:15]=[CH:16][CH:17]=1)[C@@H:6]1[NH:11][CH2:10][CH2:9][CH2:8][CH2:7]1)=[O:4]. The catalyst class is: 6. (9) Reactant: [OH:1][CH2:2][CH:3]([O:6][CH2:7][C@@H:8]([NH:11][C:12](=[O:18])[O:13][C:14]([CH3:17])([CH3:16])[CH3:15])[CH:9]=[CH2:10])[CH:4]=[CH2:5].C(N(CC)CC)C.[C:26](Cl)(=[O:28])[CH3:27]. Product: [C:26]([O:1][CH2:2][CH:3]([O:6][CH2:7][C@@H:8]([NH:11][C:12]([O:13][C:14]([CH3:17])([CH3:16])[CH3:15])=[O:18])[CH:9]=[CH2:10])[CH:4]=[CH2:5])(=[O:28])[CH3:27]. The catalyst class is: 2. (10) Reactant: CO.[F:3][C:4]1[CH:9]=[CH:8][C:7]([F:10])=[CH:6][C:5]=1[C@H:11]1[CH2:15][CH2:14][CH2:13][N:12]1[C:16]1[CH:21]=[CH:20][N:19]2[N:22]=[CH:23][C:24]([NH:25][C:26](=[O:34])[C:27]3[C:32]([CH3:33])=[CH:31][CH:30]=[CH:29][N:28]=3)=[C:18]2[N:17]=1.[ClH:35]. Product: [ClH:35].[F:3][C:4]1[CH:9]=[CH:8][C:7]([F:10])=[CH:6][C:5]=1[C@H:11]1[CH2:15][CH2:14][CH2:13][N:12]1[C:16]1[CH:21]=[CH:20][N:19]2[N:22]=[CH:23][C:24]([NH:25][C:26](=[O:34])[C:27]3[C:32]([CH3:33])=[CH:31][CH:30]=[CH:29][N:28]=3)=[C:18]2[N:17]=1. The catalyst class is: 12.